This data is from Catalyst prediction with 721,799 reactions and 888 catalyst types from USPTO. The task is: Predict which catalyst facilitates the given reaction. (1) Reactant: [CH3:1][S:2](Cl)(=[O:4])=[O:3].[CH3:6][O:7][C:8](=[O:19])[C:9]1[CH:14]=[CH:13][C:12]([O:15][CH2:16][CH2:17][NH2:18])=[CH:11][CH:10]=1.N1C=CC=CC=1.CCOC(C)=O. Product: [CH3:6][O:7][C:8](=[O:19])[C:9]1[CH:10]=[CH:11][C:12]([O:15][CH2:16][CH2:17][NH:18][S:2]([CH3:1])(=[O:4])=[O:3])=[CH:13][CH:14]=1. The catalyst class is: 2. (2) Reactant: [C:1]1([CH:7]([C:18]2[CH:23]=[CH:22][CH:21]=[CH:20][CH:19]=2)[N:8](C2C=CC=CC=2)[C:9](=[O:11])[O-])[CH:6]=[CH:5][CH:4]=[CH:3][CH:2]=1.[CH2:24]1[CH2:34][CH2:33][N:32]2[C:27](=NC[CH2:30][CH2:31]2)[CH2:26][CH2:25]1. Product: [C:18]1([CH:7]([C:1]2[CH:2]=[CH:3][CH:4]=[CH:5][CH:6]=2)[NH:8][C:9]([N:32]2[CH2:33][CH2:34][C:24](=[C:25]([C:26]3[CH:27]=[CH:20][CH:19]=[CH:18][CH:7]=3)[C:1]3[CH:6]=[CH:5][CH:4]=[CH:3][CH:2]=3)[CH2:30][CH2:31]2)=[O:11])[CH:19]=[CH:20][CH:21]=[CH:22][CH:23]=1. The catalyst class is: 1. (3) Reactant: CCN(C(C)C)C(C)C.Cl.Cl.[N:12]1([C:18]2[C:23]([C:24]#[N:25])=[CH:22][N:21]=[C:20]3[NH:26][N:27]=[CH:28][C:19]=23)[CH2:17][CH2:16][NH:15][CH2:14][CH2:13]1.[C:29]([O:33][C:34]([N:36]([CH:49]([CH3:51])[CH3:50])[CH2:37][C@H:38]([C:42]1[CH:47]=[CH:46][C:45]([Cl:48])=[CH:44][CH:43]=1)[C:39](O)=[O:40])=[O:35])([CH3:32])([CH3:31])[CH3:30].CN(C(ON1N=NC2C=CC=CC1=2)=[N+](C)C)C.[B-](F)(F)(F)F. Product: [Cl:48][C:45]1[CH:46]=[CH:47][C:42]([C@H:38]([C:39]([N:15]2[CH2:16][CH2:17][N:12]([C:18]3[C:23]([C:24]#[N:25])=[CH:22][N:21]=[C:20]4[NH:26][N:27]=[CH:28][C:19]=34)[CH2:13][CH2:14]2)=[O:40])[CH2:37][N:36]([CH:49]([CH3:50])[CH3:51])[C:34](=[O:35])[O:33][C:29]([CH3:31])([CH3:30])[CH3:32])=[CH:43][CH:44]=1. The catalyst class is: 2. (4) Reactant: [Cl:1][C:2]1[CH:11]=[CH:10][C:5]2[N:6]=[C:7]([NH2:9])[S:8][C:4]=2[CH:3]=1.[CH2:12]([O:14][C:15](=[O:25])[C:16]1[CH:21]=[CH:20][C:19]([NH2:22])=[C:18]([NH:23][CH3:24])[CH:17]=1)[CH3:13].[CH2:26](Cl)CCl. Product: [CH2:12]([O:14][C:15]([C:16]1[CH:21]=[CH:20][C:19]2[N:22]=[C:24]([NH:9][C:7]3[S:8][C:4]4[CH:3]=[C:2]([Cl:1])[CH:11]=[CH:10][C:5]=4[N:6]=3)[N:23]([CH3:26])[C:18]=2[CH:17]=1)=[O:25])[CH3:13]. The catalyst class is: 3. (5) Reactant: [Cl:1][C:2]1[CH:7]=[C:6]([Cl:8])[CH:5]=[CH:4][C:3]=1[C:9]1[N:14]2[CH:15]=[C:16]([CH2:18][OH:19])[N:17]=[C:13]2[N:12]=[C:11]([CH3:20])[C:10]=1[C:21]([O:23][C:24]([CH3:27])([CH3:26])[CH3:25])=[O:22].CC(OI1(OC(C)=O)(OC(C)=O)OC(=O)C2C=CC=CC1=2)=O. Product: [Cl:1][C:2]1[CH:7]=[C:6]([Cl:8])[CH:5]=[CH:4][C:3]=1[C:9]1[N:14]2[CH:15]=[C:16]([CH:18]=[O:19])[N:17]=[C:13]2[N:12]=[C:11]([CH3:20])[C:10]=1[C:21]([O:23][C:24]([CH3:27])([CH3:26])[CH3:25])=[O:22]. The catalyst class is: 2.